From a dataset of Reaction yield outcomes from USPTO patents with 853,638 reactions. Predict the reaction yield, written as a fraction of the theoretical maximum amount of product (1.0 means a 100% yield; for example, 0.34 means a 34% yield). (1) The reactants are B(Br)(Br)Br.[Cl:5][C:6]1[CH:14]=[C:13]2[C:9]([C:10]([NH2:33])=[N:11][C:12]2([C:25]2[CH:30]=[CH:29][CH:28]=[C:27]([O:31]C)[CH:26]=2)[C:15]2[CH:20]=[CH:19][N:18]=[C:17]([C:21]([F:24])([F:23])[F:22])[CH:16]=2)=[C:8]([F:34])[CH:7]=1. The catalyst is C(Cl)Cl. The product is [NH2:33][C:10]1[C:9]2[C:13](=[CH:14][C:6]([Cl:5])=[CH:7][C:8]=2[F:34])[C:12]([C:25]2[CH:26]=[C:27]([OH:31])[CH:28]=[CH:29][CH:30]=2)([C:15]2[CH:20]=[CH:19][N:18]=[C:17]([C:21]([F:24])([F:23])[F:22])[CH:16]=2)[N:11]=1. The yield is 0.240. (2) The reactants are [C:1]([O:5][C:6]([N:8]1[CH2:13][CH2:12][NH:11][CH2:10][CH2:9]1)=[O:7])([CH3:4])([CH3:3])[CH3:2].Cl[C:15]([CH3:19])([CH3:18])[C:16]#[CH:17].CCN(CC)CC.Cl. The catalyst is [Cu]Cl.O.C1COCC1. The product is [C:1]([O:5][C:6]([N:8]1[CH2:13][CH2:12][N:11]([C:15]([CH3:19])([CH3:18])[C:16]#[CH:17])[CH2:10][CH2:9]1)=[O:7])([CH3:4])([CH3:2])[CH3:3]. The yield is 0.770. (3) The reactants are [CH3:1][O:2][C:3](=[O:15])[CH2:4][CH:5]1[C:9]2[CH:10]=[CH:11][C:12]([OH:14])=[CH:13][C:8]=2[O:7][CH2:6]1.Br[CH2:17][CH2:18][CH2:19][Cl:20].C(=O)([O-])[O-].[K+].[K+]. The catalyst is CN(C)C=O. The product is [CH3:1][O:2][C:3](=[O:15])[CH2:4][CH:5]1[C:9]2[CH:10]=[CH:11][C:12]([O:14][CH2:17][CH2:18][CH2:19][Cl:20])=[CH:13][C:8]=2[O:7][CH2:6]1. The yield is 0.800. (4) The reactants are C([O:5][C:6](=[O:44])[CH2:7][N:8]1[C:12](=[O:13])[CH:11]([CH2:14][C:15]2[CH:20]=[CH:19][C:18]([N:21]3[CH2:26][CH2:25][CH:24]([NH:27][CH2:28][C@H:29]([OH:42])[C:30]4[CH:35]=[CH:34][C:33]([OH:36])=[C:32]([NH:37][S:38]([CH3:41])(=[O:40])=[O:39])[CH:31]=4)[CH2:23][CH2:22]3)=[CH:17][CH:16]=2)[S:10][C:9]1=[O:43])(C)(C)C.ClCCl.FC(F)(F)C(O)=O. The catalyst is C(OCC)C. The product is [OH:42][C@H:29]([C:30]1[CH:35]=[CH:34][C:33]([OH:36])=[C:32]([NH:37][S:38]([CH3:41])(=[O:39])=[O:40])[CH:31]=1)[CH2:28][NH:27][CH:24]1[CH2:25][CH2:26][N:21]([C:18]2[CH:17]=[CH:16][C:15]([CH2:14][CH:11]3[S:10][C:9](=[O:43])[N:8]([CH2:7][C:6]([OH:44])=[O:5])[C:12]3=[O:13])=[CH:20][CH:19]=2)[CH2:22][CH2:23]1. The yield is 0.580. (5) The reactants are CO[C:3]1[CH:8]=[CH:7][C:6]([O:9]C)=[CH:5][C:4]=1[NH:11][C:12](=[O:23])[C:13]1[CH:18]=[C:17]([O:19]C)[CH:16]=[CH:15][C:14]=1[O:21]C.Cl.N1C=CC=CC=1. The catalyst is Cl. The product is [OH:9][C:6]1[CH:7]=[CH:8][C:3]2[O:23][C:12]([C:13]3[CH:18]=[C:17]([OH:19])[CH:16]=[CH:15][C:14]=3[OH:21])=[N:11][C:4]=2[CH:5]=1. The yield is 0.760. (6) The reactants are [C:1]([O:6][CH2:7][CH3:8])(=[O:5])[CH:2]([CH3:4])[CH3:3].C([N-][CH:13]([CH3:15])[CH3:14])(C)C.[Li+].[Br:17][C:18](Br)(CC)CC.[CH2:24]1COCC1. No catalyst specified. The product is [Br:17][CH2:18][CH2:15][CH2:13][CH2:14][CH2:3][C:2]([CH3:24])([CH3:4])[C:1]([O:6][CH2:7][CH3:8])=[O:5]. The yield is 0.670. (7) The product is [F:1][C:2]1[CH:53]=[CH:52][CH:51]=[C:50]([F:54])[C:3]=1[C:4]([NH:6][C:7]1[CH:12]=[CH:11][CH:10]=[C:9]([C:13]2[N:14]=[C:15]([NH:41][CH2:42][CH2:43][N:44]3[CH2:49][CH2:48][O:47][CH2:46][CH2:45]3)[S:16][C:17]=2[C:18]2[CH:23]=[CH:22][N:21]=[C:20]([NH:24][C:25]3[CH:34]=[C:33]4[C:28]([CH2:29][CH2:30][NH:31][CH2:32]4)=[CH:27][CH:26]=3)[N:19]=2)[CH:8]=1)=[O:5]. The reactants are [F:1][C:2]1[CH:53]=[CH:52][CH:51]=[C:50]([F:54])[C:3]=1[C:4]([NH:6][C:7]1[CH:12]=[CH:11][CH:10]=[C:9]([C:13]2[N:14]=[C:15]([NH:41][CH2:42][CH2:43][N:44]3[CH2:49][CH2:48][O:47][CH2:46][CH2:45]3)[S:16][C:17]=2[C:18]2[CH:23]=[CH:22][N:21]=[C:20]([NH:24][C:25]3[CH:34]=[C:33]4[C:28]([CH2:29][CH2:30][N:31](C(=O)C(F)(F)F)[CH2:32]4)=[CH:27][CH:26]=3)[N:19]=2)[CH:8]=1)=[O:5].C1COCC1.[Li+].[OH-]. The yield is 0.730. The catalyst is O.